Dataset: Full USPTO retrosynthesis dataset with 1.9M reactions from patents (1976-2016). Task: Predict the reactants needed to synthesize the given product. (1) Given the product [F:1][C:2]1[CH:23]=[C:22]([F:24])[CH:21]=[CH:20][C:3]=1[O:4][C:5]1[C:6]([C:18]([NH2:19])=[O:25])=[N:7][CH:8]=[C:9]([S:11][C:12]2[CH:17]=[CH:16][CH:15]=[CH:14][N:13]=2)[CH:10]=1, predict the reactants needed to synthesize it. The reactants are: [F:1][C:2]1[CH:23]=[C:22]([F:24])[CH:21]=[CH:20][C:3]=1[O:4][C:5]1[C:6]([C:18]#[N:19])=[N:7][CH:8]=[C:9]([S:11][C:12]2[CH:17]=[CH:16][CH:15]=[CH:14][N:13]=2)[CH:10]=1.[OH2:25].[OH-].[Na+]. (2) Given the product [CH3:12][CH2:17][CH2:16][C:15]1[CH:14]=[CH:13][C:1]2[O:4][C:30]([C:28]([OH:29])=[O:44])=[CH:31][C:36](=[O:39])[C:2]=2[CH:3]=1, predict the reactants needed to synthesize it. The reactants are: [C:1](N)(=[O:4])[CH:2]=[CH2:3].C(OC(OCC)C([C:12]1[CH:17]=[CH:16][CH:15]=[CH:14][CH:13]=1)=O)C.[CH2:31]=[CH:30][C:28](NCN[C:28]([CH:30]=[CH2:31])=[O:29])=[O:29].CS(C)=O.[C:36](N)(=[O:39])C=C.C=CC(NCNC(C=C)=O)=[O:44]. (3) Given the product [CH2:1]([NH:3][C:4]1[C:9]2[C:10]([C:13]3[CH:18]=[C:17]([CH:16]=[CH:15][N:14]=3)[C:19]#[N:21])=[N:11][NH:12][C:8]=2[CH:7]=[CH:6][N:5]=1)[CH3:2], predict the reactants needed to synthesize it. The reactants are: [CH2:1]([NH:3][C:4]1[C:9]2[C:10]([C:13]3[CH:18]=[CH:17][CH:16]=[CH:15][N:14]=3)=[N:11][NH:12][C:8]=2[CH:7]=[CH:6][N:5]=1)[CH3:2].[CH2:19]([NH:21]C1C2C([Sn](C)(C)C)=NN(CC3C=CC(OC)=CC=3)C=2C=CN=1)C.BrC1C=C(C=CN=1)C#N. (4) Given the product [F:26][C:20]1[C:21]2[N:22]=[CH:23][O:24][C:25]=2[C:17]([NH:16][S:13]([C:10]2([CH2:9][OH:8])[CH2:12][CH2:11]2)(=[O:15])=[O:14])=[C:18]([NH:28][C:29]2[CH:34]=[CH:33][C:32]([I:35])=[CH:31][C:30]=2[F:36])[C:19]=1[F:27], predict the reactants needed to synthesize it. The reactants are: C([O:8][CH2:9][C:10]1([S:13]([NH:16][C:17]2[C:25]3[O:24][CH:23]=[N:22][C:21]=3[C:20]([F:26])=[C:19]([F:27])[C:18]=2[NH:28][C:29]2[CH:34]=[CH:33][C:32]([I:35])=[CH:31][C:30]=2[F:36])(=[O:15])=[O:14])[CH2:12][CH2:11]1)C1C=CC=CC=1.B(Cl)(Cl)Cl.